This data is from Full USPTO retrosynthesis dataset with 1.9M reactions from patents (1976-2016). The task is: Predict the reactants needed to synthesize the given product. Given the product [NH2:3][C@@:2]([C:8]1[CH:17]=[CH:16][C:15]2[C:10](=[CH:11][CH:12]=[C:13]([O:18][CH:19]3[CH2:24][CH2:23][C:22]4([CH2:29][CH2:28][CH2:27][CH2:26][CH2:25]4)[CH2:21][CH2:20]3)[CH:14]=2)[CH:9]=1)([CH3:1])[CH2:6][OH:5], predict the reactants needed to synthesize it. The reactants are: [CH3:1][C@@:2]1([C:8]2[CH:17]=[CH:16][C:15]3[C:10](=[CH:11][CH:12]=[C:13]([O:18][CH:19]4[CH2:24][CH2:23][C:22]5([CH2:29][CH2:28][CH2:27][CH2:26][CH2:25]5)[CH2:21][CH2:20]4)[CH:14]=3)[CH:9]=2)[CH2:6][O:5]C(=O)[NH:3]1.[OH-].[Li+].C(O)C.O.